Dataset: Full USPTO retrosynthesis dataset with 1.9M reactions from patents (1976-2016). Task: Predict the reactants needed to synthesize the given product. Given the product [F:23][C:21]1[CH:20]=[CH:19][C:18]([O:24][CH3:25])=[C:17]([C:13]2[CH:14]=[CH:15][CH:16]=[C:11]([N:9]3[CH:10]=[C:6]([C:4]([C:31]4[S:32][C:28]([CH3:27])=[CH:29][N:30]=4)=[O:5])[N:7]=[CH:8]3)[CH:12]=2)[CH:22]=1, predict the reactants needed to synthesize it. The reactants are: CON(C)[C:4]([C:6]1[N:7]=[CH:8][N:9]([C:11]2[CH:12]=[C:13]([C:17]3[CH:22]=[C:21]([F:23])[CH:20]=[CH:19][C:18]=3[O:24][CH3:25])[CH:14]=[CH:15][CH:16]=2)[CH:10]=1)=[O:5].[CH3:27][C:28]1[S:32][CH:31]=[N:30][CH:29]=1.